Dataset: Peptide-MHC class I binding affinity with 185,985 pairs from IEDB/IMGT. Task: Regression. Given a peptide amino acid sequence and an MHC pseudo amino acid sequence, predict their binding affinity value. This is MHC class I binding data. (1) The peptide sequence is WMARRHAER. The MHC is HLA-A31:01 with pseudo-sequence HLA-A31:01. The binding affinity (normalized) is 0.756. (2) The peptide sequence is VSTVMTSL. The MHC is H-2-Db with pseudo-sequence H-2-Db. The binding affinity (normalized) is 0. (3) The peptide sequence is AQSYLRNFL. The MHC is HLA-A02:02 with pseudo-sequence HLA-A02:02. The binding affinity (normalized) is 0.927. (4) The peptide sequence is FISSFLLPL. The MHC is HLA-A02:01 with pseudo-sequence HLA-A02:01. The binding affinity (normalized) is 1.00. (5) The peptide sequence is KILSVFFLA. The MHC is HLA-A11:01 with pseudo-sequence HLA-A11:01. The binding affinity (normalized) is 0.892. (6) The peptide sequence is GHMMVIFRL. The MHC is HLA-A03:01 with pseudo-sequence HLA-A03:01. The binding affinity (normalized) is 0.0847.